From a dataset of Forward reaction prediction with 1.9M reactions from USPTO patents (1976-2016). Predict the product of the given reaction. (1) Given the reactants [NH2:1][C:2]1[CH:10]=[C:9]([O:11][CH3:12])[C:8]([O:13][CH3:14])=[CH:7][C:3]=1[C:4]([NH2:6])=[O:5].[Cl:15][C:16]1[CH:24]=[CH:23][C:19]([C:20](Cl)=[O:21])=[CH:18][CH:17]=1.C(N(CC)CC)C, predict the reaction product. The product is: [Cl:15][C:16]1[CH:24]=[CH:23][C:19]([C:20]([NH:1][C:2]2[CH:10]=[C:9]([O:11][CH3:12])[C:8]([O:13][CH3:14])=[CH:7][C:3]=2[C:4]([NH2:6])=[O:5])=[O:21])=[CH:18][CH:17]=1. (2) The product is: [C:1]([O:5][C:6]([N:8]1[C@H:13]([CH3:14])[CH2:12][N:11]([C:15]([O:17][CH2:18][C:19]2[CH:24]=[CH:23][CH:22]=[CH:21][CH:20]=2)=[O:16])[C@@H:10]([CH2:25][O:26][CH3:27])[CH2:9]1)=[O:7])([CH3:4])([CH3:2])[CH3:3]. Given the reactants [C:1]([O:5][C:6]([N:8]1[C@H:13]([CH3:14])[CH2:12][N:11]([C:15]([O:17][CH2:18][C:19]2[CH:24]=[CH:23][CH:22]=[CH:21][CH:20]=2)=[O:16])[C@@H:10]([CH2:25][OH:26])[CH2:9]1)=[O:7])([CH3:4])([CH3:3])[CH3:2].[CH3:27]N(C)C1C2C(=CC=CC=2N(C)C)C=CC=1.C[O+](C)C, predict the reaction product.